This data is from Forward reaction prediction with 1.9M reactions from USPTO patents (1976-2016). The task is: Predict the product of the given reaction. (1) Given the reactants [F:1][C:2]([F:14])([F:13])[O:3][C:4]1[CH:5]=[C:6]([CH:10]=[CH:11][CH:12]=1)[C:7](Cl)=[O:8].C[Si]([C:19]([Si](C)(C)C)(C([O-])=O)[C:20]([O-:22])=[O:21])(C)C.[Li+].[Br-].OS(O)(=O)=O.[C:37]([O:40][C:41]([CH3:43])=[CH2:42])(=[O:39])[CH3:38], predict the reaction product. The product is: [O:8]=[C:7]([C:6]1[CH:10]=[CH:11][CH:12]=[C:4]([O:3][C:2]([F:14])([F:13])[F:1])[CH:5]=1)[CH2:19][C:20]([OH:22])=[O:21].[CH3:42][C:41]1([CH3:43])[O:40][C:37](=[O:39])[CH:38]=[C:7]([C:6]2[CH:10]=[CH:11][CH:12]=[C:4]([O:3][C:2]([F:14])([F:13])[F:1])[CH:5]=2)[O:8]1. (2) Given the reactants CC1C=CC(S(O[CH2:12][C@@H:13]2[O:18][C:17]3[C:19]([O:23][CH2:24][CH3:25])=[CH:20][CH:21]=[CH:22][C:16]=3[O:15][CH2:14]2)(=O)=O)=CC=1.[F:26][C:27]1[CH:28]=[C:29]2[C:33](=[CH:34][CH:35]=1)[NH:32][CH:31]=[C:30]2[C@@H:36]1[CH2:40][CH2:39][C@H:38]([NH2:41])[CH2:37]1, predict the reaction product. The product is: [CH2:24]([O:23][C:19]1[C:17]2[O:18][C@@H:13]([CH2:12][NH:41][C@H:38]3[CH2:39][CH2:40][C@@H:36]([C:30]4[C:29]5[C:33](=[CH:34][CH:35]=[C:27]([F:26])[CH:28]=5)[NH:32][CH:31]=4)[CH2:37]3)[CH2:14][O:15][C:16]=2[CH:22]=[CH:21][CH:20]=1)[CH3:25]. (3) Given the reactants [C:1]([OH:5])(=[O:4])[C:2]#[CH:3].[CH2:6](Br)[C:7]1[CH:12]=[CH:11][CH:10]=[CH:9][CH:8]=1.C([O-])([O-])=O.[Cs+].[Cs+], predict the reaction product. The product is: [C:1]([O:5][CH2:6][C:7]1[CH:12]=[CH:11][CH:10]=[CH:9][CH:8]=1)(=[O:4])[C:2]#[CH:3]. (4) Given the reactants [CH3:1][N:2]1[CH2:27][CH2:26][C:5]2[N:6]([CH2:14][C:15]([C:18]3[CH:19]=[N:20][C:21]([O:24]C)=[CH:22][CH:23]=3)([OH:17])[CH3:16])[C:7]3[CH:8]=[CH:9][C:10]([CH3:13])=[CH:11][C:12]=3[C:4]=2[CH2:3]1, predict the reaction product. The product is: [CH3:1][N:2]1[CH2:27][CH2:26][C:5]2[N:6]([CH2:14][C:15]([C:18]3[CH:23]=[CH:22][C:21]([OH:24])=[N:20][CH:19]=3)([OH:17])[CH3:16])[C:7]3[CH:8]=[CH:9][C:10]([CH3:13])=[CH:11][C:12]=3[C:4]=2[CH2:3]1. (5) Given the reactants [Br:1][C:2]1[C:10]([CH3:11])=[C:9]2[C:5]([C:6](=O)[C:7](=[O:12])[NH:8]2)=[CH:4][CH:3]=1.O.NN.Cl, predict the reaction product. The product is: [Br:1][C:2]1[C:10]([CH3:11])=[C:9]2[C:5]([CH2:6][C:7](=[O:12])[NH:8]2)=[CH:4][CH:3]=1. (6) Given the reactants [CH3:1][N:2]([CH2:4][C:5]1[CH:10]=[CH:9][C:8]([C:11]2[CH:16]=[CH:15][CH:14]=[C:13]([N:17]3[C:22]4[N:23]=[CH:24][C:25]([F:27])=[CH:26][C:21]=4[C:20](=[O:28])[N:19]([C@@H:29]4[CH2:34][CH2:33][C@H:32]([NH:35]C(=O)OC(C)(C)C)[CH2:31][CH2:30]4)[C:18]3=[O:43])[CH:12]=2)=[CH:7][CH:6]=1)[CH3:3].[ClH:44].C(OCC)C, predict the reaction product. The product is: [ClH:44].[ClH:44].[NH2:35][C@@H:32]1[CH2:33][CH2:34][C@H:29]([N:19]2[C:20](=[O:28])[C:21]3[CH:26]=[C:25]([F:27])[CH:24]=[N:23][C:22]=3[N:17]([C:13]3[CH:12]=[C:11]([C:8]4[CH:7]=[CH:6][C:5]([CH2:4][N:2]([CH3:1])[CH3:3])=[CH:10][CH:9]=4)[CH:16]=[CH:15][CH:14]=3)[C:18]2=[O:43])[CH2:30][CH2:31]1. (7) Given the reactants Br[C:2]1[CH:3]=[N:4][CH:5]=[CH:6][C:7]=1[Cl:8].[CH:9]1([B-](F)(F)F)[CH2:11][CH2:10]1.[K+].C(=O)([O-])[O-].[Cs+].[Cs+].CCCCCCC.C(OCC)(=O)C, predict the reaction product. The product is: [Cl:8][C:7]1[CH:6]=[CH:5][N:4]=[CH:3][C:2]=1[CH:9]1[CH2:11][CH2:10]1. (8) Given the reactants [N:1]([CH2:4][C@@H:5]([NH:13][C:14](=[O:20])[O:15][C:16]([CH3:19])([CH3:18])[CH3:17])[CH2:6][CH:7]1[CH2:12][CH2:11][CH2:10][CH2:9][CH2:8]1)=[N+]=[N-].N#N, predict the reaction product. The product is: [NH2:1][CH2:4][C@@H:5]([NH:13][C:14](=[O:20])[O:15][C:16]([CH3:18])([CH3:17])[CH3:19])[CH2:6][CH:7]1[CH2:12][CH2:11][CH2:10][CH2:9][CH2:8]1. (9) The product is: [Br:14][CH2:11][C:3]1[C:2]([Cl:1])=[CH:7][C:6]([O:8][CH3:9])=[CH:5][C:4]=1[Cl:10]. Given the reactants [Cl:1][C:2]1[CH:7]=[C:6]([O:8][CH3:9])[CH:5]=[C:4]([Cl:10])[C:3]=1[CH2:11]O.P(Br)(Br)[Br:14].C([O-])(O)=O.[Na+], predict the reaction product.